This data is from Kir2.1 potassium channel HTS with 301,493 compounds. The task is: Binary Classification. Given a drug SMILES string, predict its activity (active/inactive) in a high-throughput screening assay against a specified biological target. (1) The molecule is Clc1c(/C=N\n2c(n[nH]c2=S)COc2ccccc2)c(Cl)ccc1. The result is 0 (inactive). (2) The molecule is S(=O)(=O)(N1CCCCC1)c1cc(OC)c(NC(=O)/C=C\c2ccccc2)cc1. The result is 0 (inactive). (3) The molecule is S1C(CCNC)c2c(Oc3c1cccc3)cccc2. The result is 1 (active).